The task is: Regression. Given a peptide amino acid sequence and an MHC pseudo amino acid sequence, predict their binding affinity value. This is MHC class II binding data.. This data is from Peptide-MHC class II binding affinity with 134,281 pairs from IEDB. (1) The peptide sequence is YVDRFFKTLRAEQATQEV. The MHC is DRB1_0401 with pseudo-sequence DRB1_0401. The binding affinity (normalized) is 0.858. (2) The peptide sequence is SLETVAIDRPAEVRK. The MHC is DRB4_0103 with pseudo-sequence DRB4_0103. The binding affinity (normalized) is 0.482. (3) The peptide sequence is DVPDYASLRSLVASS. The MHC is DRB1_0401 with pseudo-sequence DRB1_0401. The binding affinity (normalized) is 0.671. (4) The peptide sequence is KTLNDETKKQVNLMG. The MHC is DRB1_0404 with pseudo-sequence DRB1_0404. The binding affinity (normalized) is 0.160.